This data is from Forward reaction prediction with 1.9M reactions from USPTO patents (1976-2016). The task is: Predict the product of the given reaction. (1) Given the reactants [Cl:1][CH2:2][C:3]([NH:5][C:6]1[CH:7]=[N:8][CH:9]=[C:10]([F:12])[CH:11]=1)=[O:4].[N:13]12[CH2:20][CH2:19][CH:16]([CH2:17][CH2:18]1)[C@@H:15]([O:21][C:22]([C:24]1([C:31]3[CH:36]=[CH:35][CH:34]=[CH:33][CH:32]=3)[CH2:30][CH2:29][CH2:28][CH2:27][CH2:26][CH2:25]1)=[O:23])[CH2:14]2, predict the reaction product. The product is: [Cl-:1].[F:12][C:10]1[CH:11]=[C:6]([NH:5][C:3]([CH2:2][N+:13]23[CH2:20][CH2:19][CH:16]([CH2:17][CH2:18]2)[C@@H:15]([O:21][C:22]([C:24]2([C:31]4[CH:32]=[CH:33][CH:34]=[CH:35][CH:36]=4)[CH2:30][CH2:29][CH2:28][CH2:27][CH2:26][CH2:25]2)=[O:23])[CH2:14]3)=[O:4])[CH:7]=[N:8][CH:9]=1. (2) The product is: [Cl:1][C:2]1[CH:3]=[CH:4][C:5]([S:8]([N:11]([CH2:20][C:21]2[CH:26]=[CH:25][C:24]([N+:27]([O-:29])=[O:28])=[CH:23][CH:22]=2)[CH2:12][C:13]2[CH:18]=[CH:17][CH:16]=[CH:15][N:14]=2)(=[O:10])=[O:9])=[CH:6][CH:7]=1. Given the reactants [Cl:1][C:2]1[CH:7]=[CH:6][C:5]([S:8]([NH:11][CH2:12][C:13]2[CH:18]=[CH:17][CH:16]=[CH:15][N:14]=2)(=[O:10])=[O:9])=[CH:4][CH:3]=1.Br[CH2:20][C:21]1[CH:26]=[CH:25][C:24]([N+:27]([O-:29])=[O:28])=[CH:23][CH:22]=1, predict the reaction product.